This data is from hERG potassium channel inhibition data for cardiac toxicity prediction from Karim et al.. The task is: Regression/Classification. Given a drug SMILES string, predict its toxicity properties. Task type varies by dataset: regression for continuous values (e.g., LD50, hERG inhibition percentage) or binary classification for toxic/non-toxic outcomes (e.g., AMES mutagenicity, cardiotoxicity, hepatotoxicity). Dataset: herg_karim. (1) The drug is CC(C(=O)NC1(c2ccccc2)CCC(N2CCN(C(C)C)CC2)CC1)c1cc(C(F)(F)F)cc(C(F)(F)F)c1. The result is 1 (blocker). (2) The compound is C[C@@H]1C[C@H](N)CN(c2ccncc2Nc2ncc3ccc(-c4c(F)cccc4F)nn23)C1. The result is 1 (blocker). (3) The compound is N#Cc1ccc(S(=O)(=O)NCCN2CC3CN(CCCOc4cccc(F)c4)CC(C2)O3)cc1. The result is 0 (non-blocker). (4) The molecule is CC1CCCN1CCc1ccc(-c2ccc(S(=O)(=O)NCC3CC3)cc2)cc1. The result is 1 (blocker). (5) The compound is O[C@H](COc1ccc(Cl)cc1)CN1CCN(Cc2c(F)cccc2Cl)CC1. The result is 1 (blocker). (6) The molecule is O=C(CN1CCN(CCO)CC1)Nc1ccc(-c2cccc3c(=O)cc(N4CCOCC4)oc23)c2sc3ccccc3c12. The result is 0 (non-blocker). (7) The molecule is O=C(/C=C/c1ccc2c(c1)CN(S(=O)(=O)C1CC1)C2)NO. The result is 0 (non-blocker). (8) The drug is NC(=O)c1cccc(OC2CC3CCC(C2)N3Cc2ccccn2)c1. The result is 1 (blocker). (9) The compound is CC1(C)Oc2ccc(NC(=O)c3ccc(F)cn3)cc2C2(COC(N)=N2)C12COC2. The result is 0 (non-blocker).